Dataset: Reaction yield outcomes from USPTO patents with 853,638 reactions. Task: Predict the reaction yield, written as a fraction of the theoretical maximum amount of product (1.0 means a 100% yield; for example, 0.34 means a 34% yield). (1) The reactants are [NH:1]([C:57]([O:59][CH2:60][CH:61]1[C:73]2[C:68](=[CH:69][CH:70]=[CH:71][CH:72]=2)[C:67]2[C:62]1=[CH:63][CH:64]=[CH:65][CH:66]=2)=[O:58])[C@@H:2]([C:15]([NH:17][C@@H:18]([C:31]([NH:33][C@H:34]([C:39]([NH:41][C@H:42]([C:47]([O:49]CC1C=CC=CC=1)=[O:48])[CH2:43][CH:44]([CH3:46])[CH3:45])=[O:40])[CH2:35][CH:36]([CH3:38])[CH3:37])=[O:32])[CH2:19][CH2:20][CH2:21][CH2:22][NH:23][C:24]([O:26][C:27]([CH3:30])([CH3:29])[CH3:28])=[O:25])=[O:16])[CH2:3][CH2:4][CH2:5][CH2:6][NH:7][C:8]([O:10][C:11]([CH3:14])([CH3:13])[CH3:12])=[O:9].C(=O)([O-])O.[Na+].Cl. The catalyst is C(Cl)(Cl)Cl.CCCCCCC.FC(F)(F)C(O)=O. The product is [NH:1]([C:57]([O:59][CH2:60][CH:61]1[C:62]2[C:67](=[CH:66][CH:65]=[CH:64][CH:63]=2)[C:68]2[C:73]1=[CH:72][CH:71]=[CH:70][CH:69]=2)=[O:58])[C@@H:2]([C:15]([NH:17][C@@H:18]([C:31]([NH:33][C@H:34]([C:39]([NH:41][C@H:42]([C:47]([OH:49])=[O:48])[CH2:43][CH:44]([CH3:46])[CH3:45])=[O:40])[CH2:35][CH:36]([CH3:38])[CH3:37])=[O:32])[CH2:19][CH2:20][CH2:21][CH2:22][NH:23][C:24]([O:26][C:27]([CH3:30])([CH3:29])[CH3:28])=[O:25])=[O:16])[CH2:3][CH2:4][CH2:5][CH2:6][NH:7][C:8]([O:10][C:11]([CH3:13])([CH3:14])[CH3:12])=[O:9]. The yield is 0.930. (2) The reactants are [N:1]([C:4]1[C:13]([S:14][CH2:15][C:16]2[CH:21]=[CH:20][CH:19]=[CH:18][CH:17]=2)=[CH:12][C:7]([C:8]([O:10][CH3:11])=[O:9])=[C:6]([NH:22][C:23]2[CH:28]=[CH:27][CH:26]=[CH:25][C:24]=2[F:29])[C:5]=1[F:30])=[N+]=[N-].[H][H]. The catalyst is CO.[Pd]. The product is [NH2:1][C:4]1[C:13]([S:14][CH2:15][C:16]2[CH:21]=[CH:20][CH:19]=[CH:18][CH:17]=2)=[CH:12][C:7]([C:8]([O:10][CH3:11])=[O:9])=[C:6]([NH:22][C:23]2[CH:28]=[CH:27][CH:26]=[CH:25][C:24]=2[F:29])[C:5]=1[F:30]. The yield is 0.990. (3) The reactants are [CH:1]1([O:6][C:7]2[CH:8]=[C:9]([CH:15]3[CH2:19][NH:18][C:17](=[O:20])[CH2:16]3)[CH:10]=[CH:11][C:12]=2[O:13][CH3:14])[CH2:5][CH2:4][CH2:3][CH2:2]1.Br[C:22]1[CH:23]=[C:24]([CH:27]=[CH:28][CH:29]=1)[C:25]#[N:26].P([O-])([O-])([O-])=O.[K+].[K+].[K+].[C@@H]1(N)CCCC[C@H]1N. The catalyst is CCOC(C)=O.[Cu]I.O1CCOCC1.CN(C=O)C. The product is [CH:1]1([O:6][C:7]2[CH:8]=[C:9]([CH:15]3[CH2:19][N:18]([C:22]4[CH:23]=[C:24]([CH:27]=[CH:28][CH:29]=4)[C:25]#[N:26])[C:17](=[O:20])[CH2:16]3)[CH:10]=[CH:11][C:12]=2[O:13][CH3:14])[CH2:2][CH2:3][CH2:4][CH2:5]1. The yield is 0.900. (4) The reactants are [OH-].[Na+].[Cl:3][C:4]1[CH:5]=[C:6]([CH:24]=[CH:25][C:26]=1[NH:27][C:28]([NH:30][CH3:31])=[O:29])[O:7][C:8]1[C:17]2[C:12](=[CH:13][C:14]([O:22][CH3:23])=[C:15]([C:18]([O:20]C)=[O:19])[CH:16]=2)[N:11]=[CH:10][CH:9]=1.Cl. The catalyst is CO. The product is [Cl:3][C:4]1[CH:5]=[C:6]([CH:24]=[CH:25][C:26]=1[NH:27][C:28]([NH:30][CH3:31])=[O:29])[O:7][C:8]1[C:17]2[C:12](=[CH:13][C:14]([O:22][CH3:23])=[C:15]([C:18]([OH:20])=[O:19])[CH:16]=2)[N:11]=[CH:10][CH:9]=1. The yield is 1.00.